This data is from Reaction yield outcomes from USPTO patents with 853,638 reactions. The task is: Predict the reaction yield, written as a fraction of the theoretical maximum amount of product (1.0 means a 100% yield; for example, 0.34 means a 34% yield). (1) The reactants are [OH:1][CH2:2][C:3]1[CH:4]=[CH:5][C:6]([N:9]2[CH:13]=[CH:12][C:11]([CH:14]([C:16]3[CH:28]=[CH:27][C:19]4[N:20]([CH2:24][O:25][CH3:26])[C:21](=[O:23])[S:22][C:18]=4[CH:17]=3)[CH3:15])=[N:10]2)=[N:7][CH:8]=1. The catalyst is C(Cl)(Cl)Cl.[O-2].[Mn+4].[O-2]. The product is [CH3:26][O:25][CH2:24][N:20]1[C:19]2[CH:27]=[CH:28][C:16]([CH:14]([C:11]3[CH:12]=[CH:13][N:9]([C:6]4[N:7]=[CH:8][C:3]([CH:2]=[O:1])=[CH:4][CH:5]=4)[N:10]=3)[CH3:15])=[CH:17][C:18]=2[S:22][C:21]1=[O:23]. The yield is 0.910. (2) The reactants are [Cl:1][C:2]1[N:11]=[C:10](Cl)[C:9]2[C:4](=[CH:5][CH:6]=[C:7]([O:13][CH3:14])[CH:8]=2)[N:3]=1.N.O. The catalyst is C(Cl)Cl.[Cl-].[Na+].O.[Zn]. The product is [Cl:1][C:2]1[N:11]=[CH:10][C:9]2[C:4](=[CH:5][CH:6]=[C:7]([O:13][CH3:14])[CH:8]=2)[N:3]=1. The yield is 0.680. (3) The reactants are C(OC([N:8]1[CH2:13][CH2:12][CH:11]([N:14]2[C:22]3[C:17](=[CH:18][CH:19]=[CH:20][CH:21]=3)[CH2:16][C:15]2=[O:23])[CH2:10][CH2:9]1)=O)(C)(C)C. The catalyst is C(O)(C(F)(F)F)=O.C(Cl)Cl.C(OCC)C. The product is [NH:8]1[CH2:13][CH2:12][CH:11]([N:14]2[C:22]3[C:17](=[CH:18][CH:19]=[CH:20][CH:21]=3)[CH2:16][C:15]2=[O:23])[CH2:10][CH2:9]1. The yield is 1.00. (4) The reactants are [CH3:1][N:2]1[CH2:7][CH2:6][N:5]([C:8]2[N:13]=[C:12]([O:14][CH2:15][C:16]3[CH:17]=[N:18][CH:19]=[CH:20][CH:21]=3)[C:11]([S:22][C:23]3[CH:24]=[C:25]([NH:29]C(=O)C)[CH:26]=[CH:27][CH:28]=3)=[CH:10][N:9]=2)[CH2:4][CH2:3]1.B(F)(F)F.CO.CCN(CC)CC. The catalyst is CO. The product is [CH3:1][N:2]1[CH2:7][CH2:6][N:5]([C:8]2[N:13]=[C:12]([O:14][CH2:15][C:16]3[CH:17]=[N:18][CH:19]=[CH:20][CH:21]=3)[C:11]([S:22][C:23]3[CH:24]=[C:25]([CH:26]=[CH:27][CH:28]=3)[NH2:29])=[CH:10][N:9]=2)[CH2:4][CH2:3]1. The yield is 0.660. (5) The reactants are [NH2:1][C:2]1[NH:6][N:5]=[CH:4][C:3]=1[C:7]#[N:8].CC1C=CC(S(O)(=O)=O)=CC=1.[O:20]1[C:24]2[CH:25]=[CH:26][C:27]([C:29](=O)[CH2:30][C:31](OCC)=[O:32])=[CH:28][C:23]=2[O:22][CH2:21]1. The catalyst is CCCCO. The product is [O:20]1[C:24]2[CH:25]=[CH:26][C:27]([C:29]3[NH:1][C:2]4[N:6]([N:5]=[CH:4][C:3]=4[C:7]#[N:8])[C:31](=[O:32])[CH:30]=3)=[CH:28][C:23]=2[O:22][CH2:21]1. The yield is 0.660.